From a dataset of Experimentally validated miRNA-target interactions with 360,000+ pairs, plus equal number of negative samples. Binary Classification. Given a miRNA mature sequence and a target amino acid sequence, predict their likelihood of interaction. The miRNA is hsa-miR-5589-5p with sequence GGCUGGGUGCUCUUGUGCAGU. The protein sequence of the target gene is MRPERPRPRGSAPGPMETPPWDPARNDSLPPTLTPAVPPYVKLGLTVVYTVFYALLFVFIYVQLWLVLRYRHKRLSYQSVFLFLCLFWASLRTVLFSFYFKDFVAANSLSPFVFWLLYCFPVCLQFFTLTLMNLYFTQVIFKAKSKYSPELLKYRLPLYLASLFISLVFLLVNLTCAVLVKTGNWERKVIVSVRVAINDTLFVLCAVSLSICLYKISKMSLANIYLESKGSSVCQVTAIGVTVILLYTSRACYNLFILSFSQNKSVHSFDYDWYNVSDQADLKNQLGDAGYVLFGVVLFV.... Result: 1 (interaction).